From a dataset of Reaction yield outcomes from USPTO patents with 853,638 reactions. Predict the reaction yield, written as a fraction of the theoretical maximum amount of product (1.0 means a 100% yield; for example, 0.34 means a 34% yield). The reactants are [CH3:1][C:2]1([CH3:10])[C@@H:8]2[CH2:9][C@H:3]1[CH2:4][CH2:5][C:6]2=[CH2:7].C([OH:13])C.[OH-].[Na+].OO. The catalyst is C1COCC1.O. The product is [CH3:1][C:2]1([CH3:10])[CH:8]2[CH2:9][CH:3]1[CH2:4][CH2:5][CH:6]2[CH2:7][OH:13]. The yield is 0.930.